From a dataset of Catalyst prediction with 721,799 reactions and 888 catalyst types from USPTO. Predict which catalyst facilitates the given reaction. (1) Reactant: [C:1]([CH2:9][C:10]([O:12]CC)=O)(=O)[C:2]1[CH:7]=[CH:6][CH:5]=[CH:4][CH:3]=1.[NH:15]([C:17]1[CH:22]=[CH:21][CH:20]=[CH:19][N:18]=1)[NH2:16]. Product: [N:18]1[CH:19]=[CH:20][CH:21]=[CH:22][C:17]=1[N:15]1[C:10]([OH:12])=[CH:9][C:1]([C:2]2[CH:3]=[CH:4][CH:5]=[CH:6][CH:7]=2)=[N:16]1. The catalyst class is: 8. (2) Reactant: [BH4-].[Na+].[F:3][C:4]([F:21])([F:20])[C:5]([NH:7][CH:8]1[C:16]2[C:11](=[CH:12][CH:13]=[C:14]([O:17][CH3:18])[CH:15]=2)[C:10](=[O:19])[CH2:9]1)=[O:6]. Product: [F:3][C:4]([F:20])([F:21])[C:5]([NH:7][C@H:8]1[C:16]2[C:11](=[CH:12][CH:13]=[C:14]([O:17][CH3:18])[CH:15]=2)[C@@H:10]([OH:19])[CH2:9]1)=[O:6]. The catalyst class is: 5. (3) Reactant: [C:1]1([CH3:21])[CH:6]=[CH:5][C:4]([S:7]([C:10]2[CH:15]=[CH:14][C:13]([C:16]([F:19])([F:18])[F:17])=[CH:12][C:11]=2[NH2:20])(=[O:9])=[O:8])=[CH:3][CH:2]=1.[O:22]=[C:23](Cl)OC(Cl)(Cl)Cl.[N-]=C=O.Cl.[CH3:34][O:35][C:36](=[O:57])[C@@H:37]([NH2:56])[CH2:38][C:39]1[CH:44]=[CH:43][C:42]([NH:45][C:46](=[O:55])[C:47]2[C:52]([Cl:53])=[CH:51][CH:50]=[CH:49][C:48]=2[Cl:54])=[CH:41][CH:40]=1.C(N(CC)CC)C. Product: [CH3:34][O:35][C:36](=[O:57])[C@@H:37]([NH:56][C:23]([NH:20][C:11]1[CH:12]=[C:13]([C:16]([F:17])([F:18])[F:19])[CH:14]=[CH:15][C:10]=1[S:7]([C:4]1[CH:3]=[CH:2][C:1]([CH3:21])=[CH:6][CH:5]=1)(=[O:9])=[O:8])=[O:22])[CH2:38][C:39]1[CH:44]=[CH:43][C:42]([NH:45][C:46](=[O:55])[C:47]2[C:48]([Cl:54])=[CH:49][CH:50]=[CH:51][C:52]=2[Cl:53])=[CH:41][CH:40]=1. The catalyst class is: 346. (4) Reactant: N(C(OCC)=O)=NC(OCC)=O.[C:13]([C:17]1[CH:22]=[CH:21][C:20]([OH:23])=[CH:19][CH:18]=1)([CH3:16])([CH3:15])[CH3:14].O[CH2:25][CH2:26][N:27]1[C:31](=[O:32])[C:30]2=[CH:33][CH:34]=[CH:35][CH:36]=[C:29]2[C:28]1=[O:37].C1(P(C2C=CC=CC=2)C2C=CC=CC=2)C=CC=CC=1. Product: [C:13]([C:17]1[CH:18]=[CH:19][C:20]([O:23][CH2:25][CH2:26][N:27]2[C:28](=[O:37])[C:29]3[C:30](=[CH:33][CH:34]=[CH:35][CH:36]=3)[C:31]2=[O:32])=[CH:21][CH:22]=1)([CH3:16])([CH3:14])[CH3:15]. The catalyst class is: 54.